From a dataset of Peptide-MHC class I binding affinity with 185,985 pairs from IEDB/IMGT. Regression. Given a peptide amino acid sequence and an MHC pseudo amino acid sequence, predict their binding affinity value. This is MHC class I binding data. The peptide sequence is EEQTDPKTL. The MHC is HLA-A26:01 with pseudo-sequence HLA-A26:01. The binding affinity (normalized) is 0.0847.